Dataset: Full USPTO retrosynthesis dataset with 1.9M reactions from patents (1976-2016). Task: Predict the reactants needed to synthesize the given product. (1) Given the product [NH2:18][C:6]1[CH:7]=[CH:8][C:9]([CH2:11][N:12]2[CH2:13][CH2:14][O:15][CH2:16][CH2:17]2)=[CH:10][C:5]=1[C:4]([O-:19])=[O:3].[Li+:21], predict the reactants needed to synthesize it. The reactants are: C([O:3][C:4](=[O:19])[C:5]1[CH:10]=[C:9]([CH2:11][N:12]2[CH2:17][CH2:16][O:15][CH2:14][CH2:13]2)[CH:8]=[CH:7][C:6]=1[NH2:18])C.[OH-].[Li+:21].O. (2) Given the product [N:1]1([CH:6]([C:8]2[N:9]=[CH:10][C:11]([C:14]3[CH:19]=[CH:18][C:17]([OH:20])=[CH:16][CH:15]=3)=[CH:12][CH:13]=2)[CH3:7])[CH:5]=[CH:4][N:3]=[CH:2]1, predict the reactants needed to synthesize it. The reactants are: [N:1]1([CH:6]([C:8]2[CH:13]=[CH:12][C:11]([C:14]3[CH:19]=[CH:18][C:17]([O:20]C)=[CH:16][CH:15]=3)=[CH:10][N:9]=2)[CH3:7])[CH:5]=[CH:4][N:3]=[CH:2]1.B(Br)(Br)Br. (3) The reactants are: [CH3:1][C:2]1([CH3:26])[CH2:7][CH:6]([N:8]2[CH2:13][CH2:12][N:11](C(OCC3C=CC=CC=3)=O)[CH2:10][CH2:9]2)[CH2:5][C:4]([CH3:25])([CH3:24])[NH:3]1. Given the product [CH3:1][C:2]1([CH3:26])[CH2:7][CH:6]([N:8]2[CH2:13][CH2:12][NH:11][CH2:10][CH2:9]2)[CH2:5][C:4]([CH3:25])([CH3:24])[NH:3]1, predict the reactants needed to synthesize it. (4) Given the product [NH2:5][C@H:6]1[CH2:15][CH2:14][C:13]2[C:12]([S:16]([NH:19][C:20]3[N:25]=[CH:24][CH:23]=[CH:22][N:21]=3)(=[O:17])=[O:18])=[CH:11][CH:10]=[C:9]([O:26][CH3:27])[C:8]=2[CH2:7]1, predict the reactants needed to synthesize it. The reactants are: FC(F)(F)C([NH:5][C@H:6]1[CH2:15][CH2:14][C:13]2[C:8](=[C:9]([O:26][CH3:27])[CH:10]=[CH:11][C:12]=2[S:16]([NH:19][C:20]2[N:25]=[CH:24][CH:23]=[CH:22][N:21]=2)(=[O:18])=[O:17])[CH2:7]1)=O.[OH-].[Na+].Cl. (5) Given the product [F:8][C:9]1[CH:14]=[CH:13][C:12]([C:15]#[C:16][CH2:17][CH2:18][C:19]#[C:20][C:2]2[CH:7]=[CH:6][CH:5]=[CH:4][N:3]=2)=[CH:11][CH:10]=1, predict the reactants needed to synthesize it. The reactants are: I[C:2]1[CH:7]=[CH:6][CH:5]=[CH:4][N:3]=1.[F:8][C:9]1[CH:14]=[CH:13][C:12]([C:15]#[C:16][CH2:17][CH2:18][C:19]#[CH:20])=[CH:11][CH:10]=1. (6) Given the product [CH2:2]([Br:10])[C:1]([C:4]1[CH:9]=[CH:8][CH:7]=[CH:6][CH:5]=1)=[O:3], predict the reactants needed to synthesize it. The reactants are: [C:1]([C:4]1[CH:9]=[CH:8][CH:7]=[CH:6][CH:5]=1)(=[O:3])[CH3:2].[Br:10]Br. (7) Given the product [Cl:11][C:10]1[CH:9]=[C:8]2[C:4]([C:5]([C:12]([OH:14])=[O:13])=[N:6][NH:7]2)=[CH:3][C:2]=1[C:20]1[CH:21]=[CH:22][C:17]([O:16][CH3:15])=[CH:18][CH:19]=1, predict the reactants needed to synthesize it. The reactants are: Br[C:2]1[CH:3]=[C:4]2[C:8](=[CH:9][C:10]=1[Cl:11])[NH:7][N:6]=[C:5]2[C:12]([OH:14])=[O:13].[CH3:15][O:16][C:17]1[CH:22]=[CH:21][C:20](B(O)O)=[CH:19][CH:18]=1.C(=O)([O-])[O-].[K+].[K+]. (8) Given the product [Br:14][C:10]1[CH:11]=[C:12]([CH3:13])[C:7]([C:58]([O:61][CH3:62])=[O:60])=[C:8]([CH3:15])[CH:9]=1, predict the reactants needed to synthesize it. The reactants are: FC(F)(F)S(O[C:7]1[C:12]([CH3:13])=[CH:11][C:10]([Br:14])=[CH:9][C:8]=1[CH3:15])(=O)=O.C1(P(C2C=CC=CC=2)CCCP(C2C=CC=CC=2)C2C=CC=CC=2)C=CC=CC=1.C(N(CC)CC)C.CS(C)=O.[C:58]([O:61][CH2:62]C)(=[O:60])C. (9) Given the product [Cl:1][C:2]1[CH:7]=[C:6]([Cl:8])[CH:5]=[CH:4][C:3]=1[C:9]1[C:14]([C:15]([O:17][CH3:18])=[O:16])=[C:13]([CH3:19])[N:12]=[C:11]([C:20]2[CH:25]=[CH:24][CH:23]=[CH:22][CH:21]=2)[N:10]=1.[Cl:1][C:2]1[CH:7]=[C:6]([Cl:8])[CH:5]=[CH:4][C:3]=1[C:9]1[C:14]([C:15]([OH:17])=[O:16])=[C:13]([CH3:19])[N:12]=[C:11]([C:20]2[CH:25]=[CH:24][CH:23]=[CH:22][CH:21]=2)[N:10]=1, predict the reactants needed to synthesize it. The reactants are: [Cl:1][C:2]1[CH:7]=[C:6]([Cl:8])[CH:5]=[CH:4][C:3]=1[CH:9]1[C:14]([C:15]([O:17][CH3:18])=[O:16])=[C:13]([CH3:19])[NH:12][C:11]([C:20]2[CH:25]=[CH:24][CH:23]=[CH:22][CH:21]=2)=[N:10]1.